From a dataset of Full USPTO retrosynthesis dataset with 1.9M reactions from patents (1976-2016). Predict the reactants needed to synthesize the given product. (1) Given the product [C:1]([O:19][CH2:1][CH2:2][CH2:3][CH2:4][CH2:5][CH2:6][CH2:7][CH2:8]/[CH:9]=[CH:10]\[CH2:11][CH2:12][CH2:13][CH2:14][CH2:15][CH2:16][CH2:17][CH3:18])(=[O:19])[CH2:2][CH2:3][CH2:4][CH2:5][CH2:6][CH2:7][CH2:8]/[CH:9]=[CH:10]\[CH2:11][CH2:12][CH2:13][CH2:14][CH2:15][CH2:16][CH2:17][CH3:18], predict the reactants needed to synthesize it. The reactants are: [CH2:1]([OH:19])[CH2:2][CH2:3][CH2:4][CH2:5][CH2:6][CH2:7][CH2:8]/[CH:9]=[CH:10]\[CH2:11][CH2:12][CH2:13][CH2:14][CH2:15][CH2:16][CH2:17][CH3:18]. (2) Given the product [CH2:11]([N:13]([CH2:17][CH3:18])[CH2:14][CH2:15][NH:16][C:8]([C:5]1[CH:4]=[CH:3][C:2]([NH2:1])=[CH:7][N:6]=1)=[O:10])[CH3:12], predict the reactants needed to synthesize it. The reactants are: [NH2:1][C:2]1[CH:3]=[CH:4][C:5]([C:8]([OH:10])=O)=[N:6][CH:7]=1.[CH2:11]([N:13]([CH2:17][CH3:18])[CH2:14][CH2:15][NH2:16])[CH3:12].F[P-](F)(F)(F)(F)F.N1(OC(N(C)C)=[N+](C)C)C2N=CC=CC=2N=N1.CCN(C(C)C)C(C)C. (3) The reactants are: [CH:1]([C:3]1[CH:11]=[C:7]([C:8]([OH:10])=O)[C:6]([OH:12])=[CH:5][CH:4]=1)=[O:2].[CH:13]([NH2:16])([CH3:15])[CH3:14].CCN(C(C)C)C(C)C.CCN=C=NCCCN(C)C.C1C=CC2N(O)N=NC=2C=1. Given the product [CH:1]([C:3]1[CH:4]=[CH:5][C:6]([OH:12])=[C:7]([CH:11]=1)[C:8]([NH:16][CH:13]([CH3:15])[CH3:14])=[O:10])=[O:2], predict the reactants needed to synthesize it.